This data is from Full USPTO retrosynthesis dataset with 1.9M reactions from patents (1976-2016). The task is: Predict the reactants needed to synthesize the given product. (1) Given the product [OH:26][CH2:27][C:28]1[CH:33]=[C:32]([C:10]2[CH:11]=[C:12]([C:13]([O:15][CH2:16][CH3:17])=[O:14])[C:7]3[CH:6]=[N:5][N:4]([CH:1]([CH3:3])[CH3:2])[C:8]=3[N:9]=2)[CH:31]=[CH:30][CH:29]=1, predict the reactants needed to synthesize it. The reactants are: [CH:1]([N:4]1[C:8]2[N:9]=[C:10](OS(C(F)(F)F)(=O)=O)[CH:11]=[C:12]([C:13]([O:15][CH2:16][CH3:17])=[O:14])[C:7]=2[CH:6]=[N:5]1)([CH3:3])[CH3:2].[OH:26][CH2:27][C:28]1[CH:29]=[C:30](B(O)O)[CH:31]=[CH:32][CH:33]=1.C([O-])([O-])=O.[Na+].[Na+]. (2) Given the product [CH2:1]([O:3][C:4](=[O:15])[C:5]1[CH:10]=[CH:9][C:8]([I:11])=[C:7]([NH2:12])[CH:6]=1)[CH3:2], predict the reactants needed to synthesize it. The reactants are: [CH2:1]([O:3][C:4](=[O:15])[C:5]1[CH:10]=[CH:9][C:8]([I:11])=[C:7]([N+:12]([O-])=O)[CH:6]=1)[CH3:2].[Sn](Cl)Cl. (3) The reactants are: [CH:1]1([C:6](=[CH2:9])C=O)[CH2:5][CH2:4][CH2:3][CH2:2]1.[N+](C1C=CC([C:17](O)=[O:18])=CC=1)([O-])=O.C(Cl)(Cl)Cl.[C:26]([O:32][CH2:33][N:34]1[C:38]2[N:39]=[N:40][CH:41]=[C:42]([C:43]3[CH:44]=[N:45][NH:46][CH:47]=3)[C:37]=2[CH:36]=[CH:35]1)(=[O:31])[C:27]([CH3:30])([CH3:29])[CH3:28]. Given the product [C:26]([O:32][CH2:33][N:34]1[C:38]2[N:39]=[N:40][CH:41]=[C:42]([C:43]3[CH:44]=[N:45][N:46]([C@@H:6]([CH:1]4[CH2:2][CH2:3][CH2:4][CH2:5]4)[CH2:9][CH:17]=[O:18])[CH:47]=3)[C:37]=2[CH:36]=[CH:35]1)(=[O:31])[C:27]([CH3:30])([CH3:29])[CH3:28], predict the reactants needed to synthesize it. (4) Given the product [C:24]([C:21]1[CH:22]=[CH:23][C:18]([O:17][C:16]2[CH:15]=[C:14]([CH:28]=[CH:27][CH:26]=2)[CH:11]=[C:12]2[CH2:13][CH2:50][N:49]([C:37]([NH:36][C:32]3[CH:31]=[N:30][CH:35]=[CH:34][CH:33]=3)=[O:45])[CH2:46][CH2:47]2)=[N:19][CH:20]=1)#[N:25], predict the reactants needed to synthesize it. The reactants are: FC(F)(F)C(O)=O.N1[CH2:13][CH2:12][C:11](=[C:14]2[CH:28]=[CH:27][CH:26]=[C:16]([O:17][C:18]3[CH:23]=[CH:22][C:21]([C:24]#[N:25])=[CH:20][N:19]=3)[CH:15]2C)CC1.[N:30]1[CH:35]=[CH:34][CH:33]=[C:32]([NH:36][C:37](=[O:45])OC2C=CC=CC=2)[CH:31]=1.[CH:46]([N:49](C(C)C)[CH2:50]C)(C)[CH3:47]. (5) Given the product [CH3:1][N:2]([CH3:33])[C:3]1[CH:8]=[CH:7][C:6]([CH2:9][N:10]([C:24]2[CH:25]=[CH:26][C:27]([CH:30]([CH3:31])[CH3:32])=[CH:28][CH:29]=2)[C:11]([CH:13]2[C:22]3[C:17](=[CH:18][CH:19]=[C:20]([O:23][CH2:34][CH3:35])[CH:21]=3)[CH2:16][CH2:15][CH2:14]2)=[O:12])=[CH:5][CH:4]=1, predict the reactants needed to synthesize it. The reactants are: [CH3:1][N:2]([CH3:33])[C:3]1[CH:8]=[CH:7][C:6]([CH2:9][N:10]([C:24]2[CH:29]=[CH:28][C:27]([CH:30]([CH3:32])[CH3:31])=[CH:26][CH:25]=2)[C:11]([CH:13]2[C:22]3[C:17](=[CH:18][CH:19]=[C:20]([OH:23])[CH:21]=3)[CH2:16][CH2:15][CH2:14]2)=[O:12])=[CH:5][CH:4]=1.[CH2:34](I)[CH3:35].[H-].[Na+]. (6) Given the product [CH3:1][C:2]1[CH:3]=[C:4]([C:25]2[CH2:26][CH2:27][N:28]([C:32]([O:34][CH:35]([CH3:37])[CH3:36])=[O:33])[CH2:29][CH:30]=2)[C:5]2[N:6]([N:8]=[C:9]([NH:11][CH:12]3[CH2:17][CH2:16][N:15]([C:18]4[CH:23]=[C:22]([CH3:24])[N:21]=[CH:20][N:19]=4)[CH2:14][CH2:13]3)[N:10]=2)[CH:7]=1, predict the reactants needed to synthesize it. The reactants are: [CH3:1][C:2]1[CH:3]=[C:4]([C:25]2[CH2:26][CH2:27][NH:28][CH2:29][CH:30]=2)[C:5]2[N:6]([N:8]=[C:9]([NH:11][CH:12]3[CH2:17][CH2:16][N:15]([C:18]4[CH:23]=[C:22]([CH3:24])[N:21]=[CH:20][N:19]=4)[CH2:14][CH2:13]3)[N:10]=2)[CH:7]=1.Cl[C:32]([O:34][CH:35]([CH3:37])[CH3:36])=[O:33]. (7) Given the product [F:11][C:8]1[CH:9]=[N:10][C:2]([O:16][CH2:15][CH2:14][O:13][CH3:12])=[C:3]([CH:7]=1)[C:4]([OH:6])=[O:5], predict the reactants needed to synthesize it. The reactants are: Cl[C:2]1[N:10]=[CH:9][C:8]([F:11])=[CH:7][C:3]=1[C:4]([OH:6])=[O:5].[CH3:12][O:13][CH2:14][CH2:15][OH:16].[H-].[Na+]. (8) Given the product [OH:9][C:6]1[CH:5]=[CH:4][C:3]([NH:2][C:25]([C:12]2[C:11](=[O:10])[N:15]([C:16]3[CH:17]=[CH:18][CH:19]=[CH:20][CH:21]=3)[N:14]3[CH2:22][CH2:23][CH2:24][C:13]=23)=[O:26])=[N:8][CH:7]=1, predict the reactants needed to synthesize it. The reactants are: Cl.[NH2:2][C:3]1[N:8]=[CH:7][C:6]([OH:9])=[CH:5][CH:4]=1.[O:10]=[C:11]1[N:15]([C:16]2[CH:21]=[CH:20][CH:19]=[CH:18][CH:17]=2)[N:14]2[CH2:22][CH2:23][CH2:24][C:13]2=[C:12]1[C:25](O)=[O:26].C1C=NC2N(O)N=NC=2C=1.CCN=C=NCCCN(C)C.